From a dataset of Reaction yield outcomes from USPTO patents with 853,638 reactions. Predict the reaction yield, written as a fraction of the theoretical maximum amount of product (1.0 means a 100% yield; for example, 0.34 means a 34% yield). The reactants are [OH:1][CH2:2][C:3]([C:6]1[CH:7]=[C:8]2[C:12](=[CH:13][CH:14]=1)[NH:11][N:10]=[C:9]2[C:15]1[N:20]=[C:19]([O:21][C@H:22]2[CH2:29][N:28](C(OC(C)(C)C)=O)[CH2:27][CH2:26][C:23]32[CH2:25][CH2:24]3)[CH:18]=[N:17][CH:16]=1)([CH3:5])C.[C:37](O)(C(F)(F)F)=O. The catalyst is CO.C(Cl)Cl. The product is [CH2:25]1[C:23]2([CH2:26][CH2:27][NH:28][CH2:29][C@@H:22]2[O:21][C:19]2[N:20]=[C:15]([C:9]3[C:8]4[C:12](=[CH:13][CH:14]=[C:6]([CH:3]([CH3:5])[CH2:2][OH:1])[CH:7]=4)[N:11]([CH3:37])[N:10]=3)[CH:16]=[N:17][CH:18]=2)[CH2:24]1. The yield is 0.530.